From a dataset of Full USPTO retrosynthesis dataset with 1.9M reactions from patents (1976-2016). Predict the reactants needed to synthesize the given product. (1) The reactants are: [Cl:1][C:2]1[CH:7]=[CH:6][CH:5]=[C:4]([Cl:8])[C:3]=1[NH:9][C:10]([NH:12][C:13]1[S:14][C:15]([C:25]2[CH:26]=[N:27][N:28]([CH3:30])[CH:29]=2)=[CH:16][C:17]=1[C:18]([O:20]C(C)(C)C)=[O:19])=[O:11].C(O)(C(F)(F)F)=O. Given the product [Cl:1][C:2]1[CH:7]=[CH:6][CH:5]=[C:4]([Cl:8])[C:3]=1[NH:9][C:10]([NH:12][C:13]1[S:14][C:15]([C:25]2[CH:26]=[N:27][N:28]([CH3:30])[CH:29]=2)=[CH:16][C:17]=1[C:18]([OH:20])=[O:19])=[O:11], predict the reactants needed to synthesize it. (2) Given the product [ClH:1].[Cl:1][C:2]1[CH:3]=[C:4]([C:9]2[NH:10][CH:11]=[C:12]([C:20]3[CH2:21][CH2:22][N:23]([CH2:26][CH2:27][C:28]4[CH:33]=[CH:32][C:31]([S:34]([CH2:37][CH2:38][OH:39])(=[O:36])=[O:35])=[CH:30][CH:29]=4)[CH2:24][CH:25]=3)[C:13]=2[C:14]2[CH:19]=[CH:18][N:17]=[CH:16][CH:15]=2)[CH:5]=[CH:6][C:7]=1[F:8], predict the reactants needed to synthesize it. The reactants are: [Cl:1][C:2]1[CH:3]=[C:4]([C:9]2[NH:10][CH:11]=[C:12]([C:20]3[CH2:21][CH2:22][N:23]([CH2:26][CH2:27][C:28]4[CH:33]=[CH:32][C:31]([S:34]([CH2:37][CH2:38][O:39]C5CCCCO5)(=[O:36])=[O:35])=[CH:30][CH:29]=4)[CH2:24][CH:25]=3)[C:13]=2[C:14]2[CH:19]=[CH:18][N:17]=[CH:16][CH:15]=2)[CH:5]=[CH:6][C:7]=1[F:8].Cl.C(=O)([O-])O.[Na+]. (3) Given the product [C:22]([O:21][C:19]([N:11]1[CH2:10][C:9]([CH3:17])([CH3:18])[N:8]([CH2:1][C:2]2[CH:3]=[CH:4][CH:5]=[CH:6][CH:7]=2)[CH2:13][CH:12]1[CH:14]([CH3:15])[CH3:16])=[O:20])([CH3:25])([CH3:24])[CH3:23], predict the reactants needed to synthesize it. The reactants are: [CH2:1]([N:8]1[CH2:13][CH:12]([CH:14]([CH3:16])[CH3:15])[NH:11][CH2:10][C:9]1([CH3:18])[CH3:17])[C:2]1[CH:7]=[CH:6][CH:5]=[CH:4][CH:3]=1.[C:19](O[C:19]([O:21][C:22]([CH3:25])([CH3:24])[CH3:23])=[O:20])([O:21][C:22]([CH3:25])([CH3:24])[CH3:23])=[O:20]. (4) Given the product [C:1]([O:5][C:6]([NH:8][C@@H:9]([CH2:13][CH:14]1[CH2:15][CH2:16]1)[C:10]([O:12][CH3:17])=[O:11])=[O:7])([CH3:4])([CH3:2])[CH3:3], predict the reactants needed to synthesize it. The reactants are: [C:1]([O:5][C:6]([NH:8][C@@H:9]([CH2:13][CH:14]1[CH2:16][CH2:15]1)[C:10]([OH:12])=[O:11])=[O:7])([CH3:4])([CH3:3])[CH3:2].[C:17]([O-])([O-])=O.[K+].[K+].CI. (5) Given the product [CH3:14][C:9]1[CH:8]=[C:7]([C:5]2[N:23]=[C:18]3[NH:19][CH2:20][CH2:21][CH2:22][N:17]3[C:3](=[O:15])[CH:4]=2)[CH:12]=[CH:11][C:10]=1[CH3:13], predict the reactants needed to synthesize it. The reactants are: CO[C:3](=[O:15])[CH2:4][C:5]([C:7]1[CH:12]=[CH:11][C:10]([CH3:13])=[C:9]([CH3:14])[CH:8]=1)=O.Cl.[NH:17]1[CH2:22][CH2:21][CH2:20][NH:19][C:18]1=[NH:23].C(=O)([O-])[O-].[K+].[K+].O. (6) The reactants are: [NH3:1].[CH2:2]([O:4][C:5]([C:7]1[N:8]=[C:9](S(C)(=O)=O)[N:10]([CH3:22])[C:11](=[O:21])[C:12]=1[O:13][CH2:14][C:15]1[CH:20]=[CH:19][CH:18]=[CH:17][CH:16]=1)=[O:6])[CH3:3]. Given the product [CH2:2]([O:4][C:5]([C:7]1[N:8]=[C:9]([NH2:1])[N:10]([CH3:22])[C:11](=[O:21])[C:12]=1[O:13][CH2:14][C:15]1[CH:20]=[CH:19][CH:18]=[CH:17][CH:16]=1)=[O:6])[CH3:3], predict the reactants needed to synthesize it. (7) The reactants are: [F:1][C:2]1[CH:7]=[CH:6][CH:5]=[C:4]([F:8])[C:3]=1[NH:9][C:10]([NH:12]/[N:13]=[CH:14]/[C:15]1[CH:20]=[CH:19][C:18]([C:21]2[N:25]=[CH:24][N:23]([C:26]3[CH:31]=[CH:30][C:29]([O:32][C:33]([F:36])([F:35])[F:34])=[CH:28][CH:27]=3)[N:22]=2)=[CH:17][CH:16]=1)=[S:11].[C:37](=O)([O-])[O-].[K+].[K+].ICI. Given the product [F:8][C:4]1[CH:5]=[CH:6][CH:7]=[C:2]([F:1])[C:3]=1[N:9]1[CH2:37][S:11]/[C:10]/1=[N:12]/[N:13]=[CH:14]\[C:15]1[CH:20]=[CH:19][C:18]([C:21]2[N:25]=[CH:24][N:23]([C:26]3[CH:31]=[CH:30][C:29]([O:32][C:33]([F:35])([F:34])[F:36])=[CH:28][CH:27]=3)[N:22]=2)=[CH:17][CH:16]=1, predict the reactants needed to synthesize it. (8) The reactants are: C=O.O.[C:4]1(C)C=CC(S(O)(=O)=O)=CC=1.[OH:15][CH2:16][CH2:17][C:18]([NH:20][CH2:21][C:22]1[CH:27]=[CH:26][CH:25]=[CH:24][C:23]=1[N+:28]([O-:30])=[O:29])=[O:19].O. Given the product [N+:28]([C:23]1[CH:24]=[CH:25][CH:26]=[CH:27][C:22]=1[CH2:21][N:20]1[C:18](=[O:19])[CH2:17][CH2:16][O:15][CH2:4]1)([O-:30])=[O:29], predict the reactants needed to synthesize it. (9) Given the product [CH3:14][S:15][C:16](=[O:29])[CH2:17][C@H:18]([NH:22][C:23](=[O:28])[CH2:24][CH2:25][CH:26]=[CH2:27])[C:19]([O:21][CH2:2][C:3]#[N:4])=[O:20], predict the reactants needed to synthesize it. The reactants are: Br[CH2:2][C:3]#[N:4].C(N(C(C)C)C(C)C)C.[CH3:14][S:15][C:16](=[O:29])[CH2:17][C@H:18]([NH:22][C:23](=[O:28])[CH2:24][CH2:25][CH:26]=[CH2:27])[C:19]([OH:21])=[O:20].[Cl-].[NH4+].